Dataset: Full USPTO retrosynthesis dataset with 1.9M reactions from patents (1976-2016). Task: Predict the reactants needed to synthesize the given product. (1) The reactants are: [O:1]1[C:3]2([CH2:8][CH2:7][CH2:6][CH2:5][CH:4]2[N:9]2[C:13]([C:14]3[CH:19]=[CH:18][CH:17]=[CH:16][CH:15]=3)=[C:12]([C:20]([O:22][CH2:23][CH3:24])=[O:21])[N:11]=[CH:10]2)[CH2:2]1.[CH2:25]([NH2:32])[C:26]1[CH:31]=[CH:30][CH:29]=[CH:28][CH:27]=1.Cl([O-])(=O)(=O)=O.[Li+]. Given the product [CH2:25]([NH:32][CH2:2][C:3]1([OH:1])[CH2:8][CH2:7][CH2:6][CH2:5][CH:4]1[N:9]1[C:13]([C:14]2[CH:19]=[CH:18][CH:17]=[CH:16][CH:15]=2)=[C:12]([C:20]([O:22][CH2:23][CH3:24])=[O:21])[N:11]=[CH:10]1)[C:26]1[CH:31]=[CH:30][CH:29]=[CH:28][CH:27]=1, predict the reactants needed to synthesize it. (2) Given the product [Cl:22][C:6]1[CH:7]=[CH:8][C:9]2[CH2:10][N:11]([CH3:21])[CH2:12][CH:13]([C:15]3[CH:20]=[CH:19][CH:18]=[CH:17][CH:16]=3)[O:14][C:4]=2[N:5]=1, predict the reactants needed to synthesize it. The reactants are: [H-].[Na+].Cl[C:4]1[C:9]([CH2:10][N:11]([CH3:21])[CH2:12][CH:13]([C:15]2[CH:20]=[CH:19][CH:18]=[CH:17][CH:16]=2)[OH:14])=[CH:8][CH:7]=[C:6]([Cl:22])[N:5]=1. (3) Given the product [Br:54][CH2:26][C:8]1[N:9]([S:16]([C:19]2[CH:20]=[CH:21][C:22]([CH3:25])=[CH:23][CH:24]=2)(=[O:17])=[O:18])[C:10]2[C:15]([C:7]=1[C:1]1[CH:2]=[CH:3][CH:4]=[CH:5][CH:6]=1)=[CH:14][CH:13]=[CH:12][CH:11]=2, predict the reactants needed to synthesize it. The reactants are: [C:1]1([C:7]2[C:15]3[C:10](=[CH:11][CH:12]=[CH:13][CH:14]=3)[N:9]([S:16]([C:19]3[CH:24]=[CH:23][C:22]([CH3:25])=[CH:21][CH:20]=3)(=[O:18])=[O:17])[C:8]=2[CH2:26]O)[CH:6]=[CH:5][CH:4]=[CH:3][CH:2]=1.C1(P(C2C=CC=CC=2)C2C=CC=CC=2)C=CC=CC=1.C1C(=O)N([Br:54])C(=O)C1. (4) Given the product [F:1][C:2]([F:18])([F:17])[C:3]1[CH:8]=[CH:7][C:6]([C:9]2[CH:16]=[CH:15][CH:14]=[C:11]([CH2:12][O:19][C:20]3[CH:25]=[CH:24][C:23]([CH:26]([C:32]4[S:33][CH:34]=[CH:35][N:36]=4)[CH2:27][C:28]([OH:30])=[O:29])=[CH:22][CH:21]=3)[CH:10]=2)=[CH:5][CH:4]=1, predict the reactants needed to synthesize it. The reactants are: [F:1][C:2]([F:18])([F:17])[C:3]1[CH:8]=[CH:7][C:6]([C:9]2[CH:10]=[C:11]([CH:14]=[CH:15][CH:16]=2)[CH2:12]Cl)=[CH:5][CH:4]=1.[OH:19][C:20]1[CH:25]=[CH:24][C:23]([CH:26]([C:32]2[S:33][CH:34]=[CH:35][N:36]=2)[CH2:27][C:28]([O:30]C)=[O:29])=[CH:22][CH:21]=1.C([O-])([O-])=O.[Cs+].[Cs+]. (5) Given the product [F:7][C:8]1[CH:13]=[CH:12][CH:11]=[C:10]([CH3:9])[C:1]=1[C:2]#[N:4], predict the reactants needed to synthesize it. The reactants are: [CH3:1][C:2]([N:4](C)C)=O.[F:7][C:8]1[C:9](I)=[C:10](C)[CH:11]=[CH:12][CH:13]=1.C1C=C(Cl)C=C(C(OO)=O)C=1.C1(P(C2C=CC=CC=2)C2C=CC=CC=2)C=CC=CC=1.